From a dataset of Full USPTO retrosynthesis dataset with 1.9M reactions from patents (1976-2016). Predict the reactants needed to synthesize the given product. (1) Given the product [CH:12]([O:15][C:16]([N:18]1[CH:23]([CH2:24][C:25](=[O:26])[C:6]#[C:5][Si:2]([CH3:4])([CH3:3])[CH3:1])[CH2:22][CH:21]([N:27]([CH2:32][C:33]2[CH:38]=[C:37]([C:39]([F:41])([F:40])[F:42])[CH:36]=[C:35]([Cl:43])[CH:34]=2)[C:28]([O:30][CH3:31])=[O:29])[CH2:20][CH:19]1[CH2:44][CH3:45])=[O:17])([CH3:14])[CH3:13], predict the reactants needed to synthesize it. The reactants are: [CH3:1][Si:2]([C:5]#[CH:6])([CH3:4])[CH3:3].C([Mg]Br)(C)C.[CH:12]([O:15][C:16]([N:18]1[CH:23]([CH2:24][CH:25]=[O:26])[CH2:22][CH:21]([N:27]([CH2:32][C:33]2[CH:38]=[C:37]([C:39]([F:42])([F:41])[F:40])[CH:36]=[C:35]([Cl:43])[CH:34]=2)[C:28]([O:30][CH3:31])=[O:29])[CH2:20][CH:19]1[CH2:44][CH3:45])=[O:17])([CH3:14])[CH3:13].CC(OI1(OC(C)=O)(OC(C)=O)OC(=O)C2C=CC=CC1=2)=O. (2) Given the product [Cl:25][C:26]1[C:27]([F:61])=[C:28]([CH:58]=[CH:59][CH:60]=1)[NH:29][C:30]1[C:39]2[C:34](=[CH:35][C:36]([O:56][CH3:57])=[C:37]([O:40][C@H:41]3[CH2:45][N:44]([C:46]([O:48][C:49]([CH3:52])([CH3:51])[CH3:50])=[O:47])[C@H:43]([C:53]([N:62]4[CH2:67][CH2:66][O:65][CH2:64][CH2:63]4)=[O:55])[CH2:42]3)[CH:38]=2)[N:33]=[CH:32][N:31]=1, predict the reactants needed to synthesize it. The reactants are: CN(C(ON1N=NC2C=CC=NC1=2)=[N+](C)C)C.F[P-](F)(F)(F)(F)F.[Cl:25][C:26]1[C:27]([F:61])=[C:28]([CH:58]=[CH:59][CH:60]=1)[NH:29][C:30]1[C:39]2[C:34](=[CH:35][C:36]([O:56][CH3:57])=[C:37]([O:40][C@H:41]3[CH2:45][N:44]([C:46]([O:48][C:49]([CH3:52])([CH3:51])[CH3:50])=[O:47])[C@H:43]([C:53]([OH:55])=O)[CH2:42]3)[CH:38]=2)[N:33]=[CH:32][N:31]=1.[NH:62]1[CH2:67][CH2:66][O:65][CH2:64][CH2:63]1.C(N(C(C)C)CC)(C)C. (3) Given the product [CH3:15][S:12]([CH2:11][CH2:10][CH2:9][O:8][C:5]1[CH:6]=[CH:7][C:2]([B:17]2[O:21][C:20]([CH3:23])([CH3:22])[C:19]([CH3:25])([CH3:24])[O:18]2)=[C:3]([CH3:16])[CH:4]=1)(=[O:14])=[O:13], predict the reactants needed to synthesize it. The reactants are: Br[C:2]1[CH:7]=[CH:6][C:5]([O:8][CH2:9][CH2:10][CH2:11][S:12]([CH3:15])(=[O:14])=[O:13])=[CH:4][C:3]=1[CH3:16].[B:17]1([B:17]2[O:21][C:20]([CH3:23])([CH3:22])[C:19]([CH3:25])([CH3:24])[O:18]2)[O:21][C:20]([CH3:23])([CH3:22])[C:19]([CH3:25])([CH3:24])[O:18]1.CC([O-])=O.[K+]. (4) Given the product [Br:16][C:15]1[N:10]2[CH2:11][CH2:12][CH2:13][CH2:14][C:9]2=[N:8][C:7]=1[C:1]1[CH:2]=[CH:3][CH:4]=[CH:5][CH:6]=1, predict the reactants needed to synthesize it. The reactants are: [C:1]1([C:7]2[N:8]=[C:9]3[CH2:14][CH2:13][CH2:12][CH2:11][N:10]3[CH:15]=2)[CH:6]=[CH:5][CH:4]=[CH:3][CH:2]=1.[Br:16]Br.C([O-])(O)=O.[Na+]. (5) The reactants are: [Cl:1][C:2]1[CH:3]=[C:4]([C:8]2[N:13]=[C:12]([C:14]([OH:16])=O)[CH:11]=[CH:10][CH:9]=2)[CH:5]=[CH:6][CH:7]=1.[CH:17]1([NH2:23])[CH2:22][CH2:21][CH2:20][CH2:19][CH2:18]1. Given the product [CH:17]1([NH:23][C:14]([C:12]2[CH:11]=[CH:10][CH:9]=[C:8]([C:4]3[CH:5]=[CH:6][CH:7]=[C:2]([Cl:1])[CH:3]=3)[N:13]=2)=[O:16])[CH2:22][CH2:21][CH2:20][CH2:19][CH2:18]1, predict the reactants needed to synthesize it.